Predict the product of the given reaction. From a dataset of Forward reaction prediction with 1.9M reactions from USPTO patents (1976-2016). (1) Given the reactants [CH3:1][N:2]1[CH2:10][C:9]2[C:8]([N:11]3[CH2:16][CH2:15][O:14][CH2:13][C@@H:12]3[CH3:17])=[N:7][C:6]([C:18]3[CH:24]=[CH:23][C:21]([NH2:22])=[CH:20][CH:19]=3)=[N:5][C:4]=2[CH2:3]1.C([O-])(O)=O.[Na+].Cl[C:31]([O:33][C:34]1[CH:39]=[CH:38][CH:37]=[CH:36][CH:35]=1)=[O:32], predict the reaction product. The product is: [CH3:1][N:2]1[CH2:10][C:9]2[C:8]([N:11]3[CH2:16][CH2:15][O:14][CH2:13][C@@H:12]3[CH3:17])=[N:7][C:6]([C:18]3[CH:24]=[CH:23][C:21]([NH:22][C:31](=[O:32])[O:33][C:34]4[CH:39]=[CH:38][CH:37]=[CH:36][CH:35]=4)=[CH:20][CH:19]=3)=[N:5][C:4]=2[CH2:3]1. (2) Given the reactants Cl[C:2]1[N:7]=[C:6]([NH:8][C@H:9]([CH2:13][CH:14]2[CH2:16][CH2:15]2)[C:10]([NH2:12])=[O:11])[CH:5]=[N:4][C:3]=1[C:17]#[N:18].[S:19]1[C:23]2=[N:24][CH:25]=[CH:26][CH:27]=[C:22]2[C:21]([NH2:28])=[CH:20]1.C([O-])([O-])=O.[K+].[K+].C1C=CC(P(C2C(C3C(P(C4C=CC=CC=4)C4C=CC=CC=4)=CC=C4C=3C=CC=C4)=C3C(C=CC=C3)=CC=2)C2C=CC=CC=2)=CC=1, predict the reaction product. The product is: [C:17]([C:3]1[N:4]=[CH:5][C:6]([NH:8][C@H:9]([CH2:13][CH:14]2[CH2:16][CH2:15]2)[C:10]([NH2:12])=[O:11])=[N:7][C:2]=1[NH:28][C:21]1[C:22]2[C:23](=[N:24][CH:25]=[CH:26][CH:27]=2)[S:19][CH:20]=1)#[N:18].